From a dataset of Peptide-MHC class I binding affinity with 185,985 pairs from IEDB/IMGT. Regression. Given a peptide amino acid sequence and an MHC pseudo amino acid sequence, predict their binding affinity value. This is MHC class I binding data. (1) The peptide sequence is GSSKGNCAIK. The MHC is HLA-A03:01 with pseudo-sequence HLA-A03:01. The binding affinity (normalized) is 0.702. (2) The binding affinity (normalized) is 0.0847. The peptide sequence is KRMMVRHCL. The MHC is HLA-A26:01 with pseudo-sequence HLA-A26:01. (3) The binding affinity (normalized) is 0.0847. The MHC is HLA-B27:05 with pseudo-sequence HLA-B27:05. The peptide sequence is VPSGDVVRF. (4) The peptide sequence is SIKIKQDVR. The MHC is HLA-A68:01 with pseudo-sequence HLA-A68:01. The binding affinity (normalized) is 0.468. (5) The peptide sequence is ILHCANFNV. The MHC is HLA-A26:01 with pseudo-sequence HLA-A26:01. The binding affinity (normalized) is 0.0847. (6) The binding affinity (normalized) is 0.414. The MHC is HLA-B15:01 with pseudo-sequence HLA-B15:01. The peptide sequence is SIFLHLVKI. (7) The MHC is HLA-A24:02 with pseudo-sequence HLA-A24:02. The peptide sequence is SSFFVWVII. The binding affinity (normalized) is 0. (8) The peptide sequence is FCTGYLQL. The MHC is HLA-A02:02 with pseudo-sequence HLA-A02:02. The binding affinity (normalized) is 0.315. (9) The peptide sequence is MCSNGSLQCR. The MHC is HLA-A03:01 with pseudo-sequence HLA-A03:01. The binding affinity (normalized) is 0.159.